This data is from Full USPTO retrosynthesis dataset with 1.9M reactions from patents (1976-2016). The task is: Predict the reactants needed to synthesize the given product. (1) Given the product [CH3:23][N:24]([CH3:25])[C:19](=[O:21])[CH2:18][C:15]1[CH:16]=[CH:17][C:12]([O:11][CH2:10][CH2:9][NH:8][C:1]([O:3][C:4]([CH3:7])([CH3:6])[CH3:5])=[O:2])=[CH:13][CH:14]=1, predict the reactants needed to synthesize it. The reactants are: [C:1]([NH:8][CH2:9][CH2:10][O:11][C:12]1[CH:17]=[CH:16][C:15]([CH2:18][C:19]([OH:21])=O)=[CH:14][CH:13]=1)([O:3][C:4]([CH3:7])([CH3:6])[CH3:5])=[O:2].C[CH2:23][N:24]=[C:25]=NCCCN(C)C.C1C=NC2N(O)N=NC=2C=1.Cl.CNC. (2) The reactants are: [CH:1]1([NH:4][C:5]([C:7]2[CH:8]=[CH:9][C:10]([CH3:37])=[C:11]([N:13]3[C:22](=[O:23])[C:21]4[C:16](=[CH:17][CH:18]=[C:19]([O:24][C@H:25]5[CH2:29][CH2:28][N:27](C(OC(C)(C)C)=O)[CH2:26]5)[CH:20]=4)[N:15]=[CH:14]3)[CH:12]=2)=[O:6])[CH2:3][CH2:2]1.Cl. Given the product [CH:1]1([NH:4][C:5](=[O:6])[C:7]2[CH:8]=[CH:9][C:10]([CH3:37])=[C:11]([N:13]3[C:22](=[O:23])[C:21]4[C:16](=[CH:17][CH:18]=[C:19]([O:24][C@H:25]5[CH2:29][CH2:28][NH:27][CH2:26]5)[CH:20]=4)[N:15]=[CH:14]3)[CH:12]=2)[CH2:2][CH2:3]1, predict the reactants needed to synthesize it. (3) Given the product [CH3:1][O:2][C:3](=[O:45])[NH:4][C@H:5]([C:10]([N:12]([CH2:16][C:17]1[CH:22]=[CH:21][C:20]([C:59]2[CH:60]=[N:61][CH:62]=[CH:63][CH:64]=2)=[CH:19][CH:18]=1)[NH:13][CH2:14][C@:15]([OH:36])([C:23](=[O:35])[NH:24][C@H:25]1[C:33]2[C:28](=[CH:29][CH:30]=[CH:31][CH:32]=2)[CH2:27][C@H:26]1[OH:34])[CH2:16][C:17]1[CH:18]=[CH:19][CH:20]=[CH:21][CH:22]=1)=[O:11])[C:6]([CH3:7])([CH3:8])[CH3:9], predict the reactants needed to synthesize it. The reactants are: [CH3:1][O:2][C:3](=[O:45])[NH:4][C@H:5]([C:10]([NH:12][N:13](CC1C=CC(Br)=CC=1)[CH2:14][C@:15]([OH:36])([C:23](=[O:35])[NH:24][C@H:25]1[C:33]2[C:28](=[CH:29][CH:30]=[CH:31][CH:32]=2)[CH2:27][C@H:26]1[OH:34])[CH2:16][C:17]1[CH:22]=[CH:21][CH:20]=[CH:19][CH:18]=1)=[O:11])[C:6]([CH3:9])([CH3:8])[CH3:7].CCCC[Sn]([C:59]1[CH:64]=[CH:63][CH:62]=[N:61][CH:60]=1)(CCCC)CCCC.